This data is from Full USPTO retrosynthesis dataset with 1.9M reactions from patents (1976-2016). The task is: Predict the reactants needed to synthesize the given product. (1) Given the product [O:22]=[C:19]1[C:13]2([CH2:18][CH2:17][O:16][CH2:15][CH2:14]2)[CH2:12][C:11]2[C:20]1=[CH:21][C:8]([C:29]1[CH:30]=[C:25]([CH:26]=[CH:27][CH:28]=1)[C:23]#[N:24])=[CH:9][CH:10]=2, predict the reactants needed to synthesize it. The reactants are: C([O-])([O-])=O.[Cs+].[Cs+].Br[C:8]1[CH:21]=[C:20]2[C:11]([CH2:12][C:13]3([C:19]2=[O:22])[CH2:18][CH2:17][O:16][CH2:15][CH2:14]3)=[CH:10][CH:9]=1.[C:23]([C:25]1[CH:26]=[C:27](B(O)O)[CH:28]=[CH:29][CH:30]=1)#[N:24].N#N. (2) Given the product [CH:16]([CH:8]1[C:7](=[O:19])[N:6]([CH2:5][CH2:4][C:3]([OH:20])=[O:2])[C:11]2[CH:12]=[CH:13][CH:14]=[CH:15][C:10]=2[S:9]1)([CH3:18])[CH3:17], predict the reactants needed to synthesize it. The reactants are: C[O:2][C:3](=[O:20])[CH2:4][CH2:5][N:6]1[C:11]2[CH:12]=[CH:13][CH:14]=[CH:15][C:10]=2[S:9][CH:8]([CH:16]([CH3:18])[CH3:17])[C:7]1=[O:19].[OH-].[Na+]. (3) Given the product [I:1][C:2]1[CH:7]=[C:6]([CH3:8])[C:5]([CH3:9])=[CH:4][C:3]=1[O:10][C:12]1[C:21]2[C:16](=[CH:17][C:18]([O:24][CH3:25])=[C:19]([O:22][CH3:23])[CH:20]=2)[N:15]=[CH:14][CH:13]=1, predict the reactants needed to synthesize it. The reactants are: [I:1][C:2]1[CH:7]=[C:6]([CH3:8])[C:5]([CH3:9])=[CH:4][C:3]=1[OH:10].Cl[C:12]1[C:21]2[C:16](=[CH:17][C:18]([O:24][CH3:25])=[C:19]([O:22][CH3:23])[CH:20]=2)[N:15]=[CH:14][CH:13]=1. (4) Given the product [NH:31]1[C:3]2[C:30](=[CH:29][C:6]([CH2:7][NH:8][CH2:9][CH2:10][NH:11][C:12]([C:14]3[S:15][CH:16]=[CH:17][C:18]=3[NH:19][C:20]3[CH:25]=[CH:24][N:23]=[C:22]4[NH:26][CH:27]=[CH:28][C:21]=34)=[O:13])=[CH:5][CH:4]=2)[CH:33]=[CH:32]1, predict the reactants needed to synthesize it. The reactants are: CO[C:3]1[CH:30]=[CH:29][C:6]([CH2:7][NH:8][CH2:9][CH2:10][NH:11][C:12]([C:14]2[S:15][CH:16]=[CH:17][C:18]=2[NH:19][C:20]2[CH:25]=[CH:24][N:23]=[C:22]3[NH:26][CH:27]=[CH:28][C:21]=23)=[O:13])=[CH:5][CH:4]=1.[NH:31]1C2C(=CC(C=O)=CC=2)[CH:33]=[CH:32]1. (5) Given the product [ClH:45].[CH2:1]([C:5]1[CH:6]=[CH:7][C:8]([C:11]#[C:12][C:13]2[CH:42]=[CH:41][C:16]([CH2:17][N:18]([CH2:32][CH2:33][CH2:34][C:35]3[CH:40]=[CH:39][CH:38]=[CH:37][CH:36]=3)[C:19]3[CH:31]=[CH:30][C:22]([OH:23])=[C:21]([CH:20]=3)[C:26]([OH:27])=[O:25])=[CH:15][CH:14]=2)=[CH:9][CH:10]=1)[CH2:2][CH2:3][CH3:4], predict the reactants needed to synthesize it. The reactants are: [CH2:1]([C:5]1[CH:10]=[CH:9][C:8]([C:11]#[C:12][C:13]2[CH:42]=[CH:41][C:16]([CH2:17][N:18]([CH2:32][CH2:33][CH2:34][C:35]3[CH:40]=[CH:39][CH:38]=[CH:37][CH:36]=3)[C:19]3[CH:31]=[CH:30][C:22]4[O:23]C(C)(C)[O:25][C:26](=[O:27])[C:21]=4[CH:20]=3)=[CH:15][CH:14]=2)=[CH:7][CH:6]=1)[CH2:2][CH2:3][CH3:4].[OH-].[Na+].[ClH:45]. (6) Given the product [Cl:3][C:4]1[N:5]=[CH:6][C:7]2[C:12]([CH:13]=1)=[CH:11][C:10]([C:14]1[CH:15]=[N:16][N:17]([CH2:19][C:20]([O:22][CH3:25])([CH3:23])[CH3:21])[CH:18]=1)=[CH:9][CH:8]=2, predict the reactants needed to synthesize it. The reactants are: [H-].[Na+].[Cl:3][C:4]1[N:5]=[CH:6][C:7]2[C:12]([CH:13]=1)=[CH:11][C:10]([C:14]1[CH:15]=[N:16][N:17]([CH2:19][C:20]([CH3:23])([OH:22])[CH3:21])[CH:18]=1)=[CH:9][CH:8]=2.I[CH3:25].